This data is from Forward reaction prediction with 1.9M reactions from USPTO patents (1976-2016). The task is: Predict the product of the given reaction. (1) Given the reactants [CH3:1][O:2][C:3]1[CH:4]=[CH:5][C:6]2[NH:12][C:11](=[O:13])[N:10]([CH:14]3[CH2:19][CH2:18][N:17]([C:20]4[N:25]=[CH:24][N:23]=[C:22]([C:26]([OH:28])=O)[CH:21]=4)[CH2:16][CH2:15]3)[CH2:9][CH2:8][C:7]=2[CH:29]=1.CC[N:32]([CH:36]([CH3:38])[CH3:37])[CH:33]([CH3:35])C.CN(C(ON1N=NC2[CH:50]=[CH:51][CH:52]=[CH:53][C:48]1=2)=[N+](C)C)C.[B-](F)(F)(F)F, predict the reaction product. The product is: [CH3:1][O:2][C:3]1[CH:4]=[CH:5][C:6]2[NH:12][C:11](=[O:13])[N:10]([CH:14]3[CH2:15][CH2:16][N:17]([C:20]4[CH:21]=[C:22]([C:26]([N:32]5[CH2:33][C:35]6([CH2:7][CH2:29][CH2:3][CH2:4]6)[C:50]6[C:38](=[CH:48][CH:53]=[CH:52][CH:51]=6)[CH:36]5[CH3:37])=[O:28])[N:23]=[CH:24][N:25]=4)[CH2:18][CH2:19]3)[CH2:9][CH2:8][C:7]=2[CH:29]=1. (2) Given the reactants [Br:1][C:2]1[N:7]=[CH:6][C:5]([C:8](=[O:10])[CH3:9])=[CH:4][CH:3]=1.[Cl:11][C:12]1[CH:13]=[C:14]([C:19](=[O:24])[C:20]([F:23])([F:22])[F:21])[CH:15]=[C:16]([Cl:18])[CH:17]=1.C(N(CCCC)CCCC)CCC, predict the reaction product. The product is: [Br:1][C:2]1[N:7]=[CH:6][C:5]([C:8](=[O:10])[CH2:9][C:19]([C:14]2[CH:15]=[C:16]([Cl:18])[CH:17]=[C:12]([Cl:11])[CH:13]=2)([OH:24])[C:20]([F:23])([F:22])[F:21])=[CH:4][CH:3]=1.